This data is from Full USPTO retrosynthesis dataset with 1.9M reactions from patents (1976-2016). The task is: Predict the reactants needed to synthesize the given product. (1) The reactants are: [CH3:1][O:2][C:3]1[CH:4]=[C:5]2[C:10](=[CH:11][C:12]=1[O:13][CH3:14])[N:9]=[CH:8][CH:7]=[C:6]2[O:15][C:16]1[CH:21]=[CH:20][C:19]([N:22]2[C:26](=[O:27])[CH2:25][CH:24]([C:28]([OH:30])=O)[CH2:23]2)=[CH:18][CH:17]=1.[NH2:31][C:32]1[CH:37]=[CH:36][CH:35]=[CH:34][CH:33]=1.C1C=CC2N(O)N=NC=2C=1.CCN=C=NCCCN(C)C. Given the product [CH3:1][O:2][C:3]1[CH:4]=[C:5]2[C:10](=[CH:11][C:12]=1[O:13][CH3:14])[N:9]=[CH:8][CH:7]=[C:6]2[O:15][C:16]1[CH:17]=[CH:18][C:19]([N:22]2[C:26](=[O:27])[CH2:25][CH:24]([C:28]([NH:31][C:32]3[CH:37]=[CH:36][CH:35]=[CH:34][CH:33]=3)=[O:30])[CH2:23]2)=[CH:20][CH:21]=1, predict the reactants needed to synthesize it. (2) Given the product [Br:1][C:2]1[CH:3]=[C:4]([CH2:8][CH2:9][C:10]([NH:16][CH:13]2[CH2:15][CH2:14]2)=[O:12])[CH:5]=[CH:6][CH:7]=1, predict the reactants needed to synthesize it. The reactants are: [Br:1][C:2]1[CH:3]=[C:4]([CH2:8][CH2:9][C:10]([OH:12])=O)[CH:5]=[CH:6][CH:7]=1.[CH:13]1([NH2:16])[CH2:15][CH2:14]1.C(N(CC)CC)C. (3) Given the product [CH:21]1[C:22]2[C:17](=[CH:16][CH:15]=[CH:24][CH:23]=2)[CH:18]=[CH:19][C:20]=1[N:9]1[CH2:10][CH2:11][CH2:12][N:7]([C:3]2[CH:2]=[N:1][CH:6]=[CH:5][CH:4]=2)[C:8]1=[O:13], predict the reactants needed to synthesize it. The reactants are: [N:1]1[CH:6]=[CH:5][CH:4]=[C:3]([N:7]2[CH2:12][CH2:11][CH2:10][NH:9][C:8]2=[O:13])[CH:2]=1.Br[C:15]1[CH:24]=[CH:23][C:22]2[C:17](=[CH:18][CH:19]=[CH:20][CH:21]=2)[CH:16]=1.N[C@@H]1CCCC[C@H]1N.C(=O)([O-])[O-].[K+].[K+].